Regression. Given two drug SMILES strings and cell line genomic features, predict the synergy score measuring deviation from expected non-interaction effect. From a dataset of NCI-60 drug combinations with 297,098 pairs across 59 cell lines. (1) Drug 1: CCC1=CC2CC(C3=C(CN(C2)C1)C4=CC=CC=C4N3)(C5=C(C=C6C(=C5)C78CCN9C7C(C=CC9)(C(C(C8N6C)(C(=O)OC)O)OC(=O)C)CC)OC)C(=O)OC.C(C(C(=O)O)O)(C(=O)O)O. Drug 2: CCC1(CC2CC(C3=C(CCN(C2)C1)C4=CC=CC=C4N3)(C5=C(C=C6C(=C5)C78CCN9C7C(C=CC9)(C(C(C8N6C)(C(=O)OC)O)OC(=O)C)CC)OC)C(=O)OC)O.OS(=O)(=O)O. Cell line: HS 578T. Synergy scores: CSS=64.6, Synergy_ZIP=2.82, Synergy_Bliss=4.43, Synergy_Loewe=-2.20, Synergy_HSA=6.07. (2) Drug 1: CC1=C(C=C(C=C1)NC(=O)C2=CC=C(C=C2)CN3CCN(CC3)C)NC4=NC=CC(=N4)C5=CN=CC=C5. Drug 2: CC(C)NC(=O)C1=CC=C(C=C1)CNNC.Cl. Cell line: SR. Synergy scores: CSS=3.74, Synergy_ZIP=9.75, Synergy_Bliss=1.12, Synergy_Loewe=0.999, Synergy_HSA=-1.14.